Dataset: Forward reaction prediction with 1.9M reactions from USPTO patents (1976-2016). Task: Predict the product of the given reaction. (1) Given the reactants C[O:2][C:3](=[O:52])[C:4]1[CH:9]=[CH:8][C:7]([C:10]([N:12]2[CH2:18][C@H:17]([NH:19][C:20](=[O:32])[C@@H:21]([N:23]([C:25]([O:27][C:28]([CH3:31])([CH3:30])[CH3:29])=[O:26])[CH3:24])[CH3:22])[C:16](=[O:33])[N:15]([CH2:34][C:35]3[C:44]4[C:39](=[CH:40][C:41]([Br:45])=[CH:42][CH:43]=4)[CH:38]=[CH:37][C:36]=3[O:46][CH3:47])[C:14]3[CH:48]=[CH:49][CH:50]=[CH:51][C:13]2=3)=[O:11])=[CH:6][CH:5]=1.O[Li].O, predict the reaction product. The product is: [Br:45][C:41]1[CH:40]=[C:39]2[C:44](=[CH:43][CH:42]=1)[C:35]([CH2:34][N:15]1[C:16](=[O:33])[C@@H:17]([NH:19][C:20](=[O:32])[C@@H:21]([N:23]([C:25]([O:27][C:28]([CH3:30])([CH3:31])[CH3:29])=[O:26])[CH3:24])[CH3:22])[CH2:18][N:12]([C:10]([C:7]3[CH:8]=[CH:9][C:4]([C:3]([OH:52])=[O:2])=[CH:5][CH:6]=3)=[O:11])[C:13]3[CH:51]=[CH:50][CH:49]=[CH:48][C:14]1=3)=[C:36]([O:46][CH3:47])[CH:37]=[CH:38]2. (2) Given the reactants [NH2:1][C:2]1[C:10]2[C:5](=[N:6][C:7]([N:16]([CH3:18])[CH3:17])=[C:8]3[CH2:13][CH2:12][C:11]([CH3:15])([CH3:14])[C:9]3=2)[S:4][C:3]=1[C:19]([NH2:21])=[O:20].O.[C:23]1(C)C=CC(S(O)(=O)=O)=CC=1, predict the reaction product. The product is: [CH3:18][N:16]([CH3:17])[C:7]1[N:6]=[C:5]2[S:4][C:3]3[C:19](=[O:20])[NH:21][CH:23]=[N:1][C:2]=3[C:10]2=[C:9]2[C:11]([CH3:15])([CH3:14])[CH2:12][CH2:13][C:8]=12. (3) Given the reactants [Si:1]([O-:5])([O-:4])([O-:3])[O-:2].[Na+].[Na+].[Na+].[Na+].[Cl-].[Al+3:11].[Cl-].[Cl-].[Si].[Al].[OH-].[Na+], predict the reaction product. The product is: [Si:1]([O-:5])([O-:4])([O-:3])[O-:2].[Al+3:11].[Si:1]([O-:5])([O-:4])([O-:3])[O-:2].[Si:1]([O-:5])([O-:4])([O-:3])[O-:2].[Al+3:11].[Al+3:11].[Al+3:11]. (4) Given the reactants Br[C:2]1[C:6]2[N:7]([CH2:10][C:11]3[CH:16]=[CH:15][C:14]([C:17]([F:20])([F:19])[F:18])=[CH:13][CH:12]=3)[CH:8]=[CH:9][C:5]=2[S:4][CH:3]=1.CCN(CC)CC.C[CH2:29][O:30][C:31](C)=[O:32].O, predict the reaction product. The product is: [CH3:29][O:30][C:31]([C:2]1[C:6]2[N:7]([CH2:10][C:11]3[CH:16]=[CH:15][C:14]([C:17]([F:20])([F:19])[F:18])=[CH:13][CH:12]=3)[CH:8]=[CH:9][C:5]=2[S:4][CH:3]=1)=[O:32].